From a dataset of Peptide-MHC class II binding affinity with 134,281 pairs from IEDB. Regression. Given a peptide amino acid sequence and an MHC pseudo amino acid sequence, predict their binding affinity value. This is MHC class II binding data. (1) The peptide sequence is RRMWASAQNISGAGW. The MHC is DRB3_0202 with pseudo-sequence DRB3_0202. The binding affinity (normalized) is 0.458. (2) The peptide sequence is VPRRGPRGGPGRSYA. The MHC is HLA-DQA10101-DQB10501 with pseudo-sequence HLA-DQA10101-DQB10501. The binding affinity (normalized) is 0. (3) The peptide sequence is EPGHLAPTGMFVAAA. The MHC is DRB1_0802 with pseudo-sequence DRB1_0802. The binding affinity (normalized) is 0.191. (4) The peptide sequence is EGRRAKLRSAGEVEI. The MHC is DRB4_0101 with pseudo-sequence DRB4_0103. The binding affinity (normalized) is 0.248. (5) The peptide sequence is DIVIYSKYGGTEIKY. The MHC is DRB5_0101 with pseudo-sequence DRB5_0101. The binding affinity (normalized) is 0.188. (6) The peptide sequence is KVFNTRRNTLLFLDL. The binding affinity (normalized) is 0.607. The MHC is DRB1_1101 with pseudo-sequence DRB1_1101.